From a dataset of Forward reaction prediction with 1.9M reactions from USPTO patents (1976-2016). Predict the product of the given reaction. (1) The product is: [N:11]1([C:8]2([N:7]3[CH2:2][CH2:3][CH2:4][C:5]3=[O:6])[CH2:10][CH2:9]2)[CH:15]=[CH:14][N:13]=[CH:12]1. Given the reactants Br[CH2:2][CH2:3][CH2:4][C:5]([NH:7][C:8]1([N:11]2[CH:15]=[CH:14][N:13]=[CH:12]2)[CH2:10][CH2:9]1)=[O:6].C([O-])([O-])=O.[K+].[K+], predict the reaction product. (2) Given the reactants Br[CH2:2][C:3]1[O:7][C:6]2[C:8]([O:14]C(=O)C)=[C:9]([O:12][CH3:13])[CH:10]=[CH:11][C:5]=2[C:4]=1[C:18](=[O:31])[C:19]1[CH:24]=[C:23]([O:25][CH3:26])[C:22]([O:27][CH3:28])=[C:21]([O:29][CH3:30])[CH:20]=1.C(=O)([O-])[O-].[K+].[K+].[NH:38]1[CH:42]=[CH:41][N:40]=[CH:39]1, predict the reaction product. The product is: [N:38]1([CH2:2][C:3]2[O:7][C:6]3[C:8]([OH:14])=[C:9]([O:12][CH3:13])[CH:10]=[CH:11][C:5]=3[C:4]=2[C:18](=[O:31])[C:19]2[CH:20]=[C:21]([O:29][CH3:30])[C:22]([O:27][CH3:28])=[C:23]([O:25][CH3:26])[CH:24]=2)[CH:42]=[CH:41][N:40]=[CH:39]1. (3) Given the reactants [OH-].[K+].Br[C:4]1[CH:9]=[CH:8][C:7]([C:10]2[N:14]=[C:13]([CH3:15])[O:12][N:11]=2)=[CH:6][CH:5]=1.[C:16]([N:23]1[CH2:28][CH2:27][NH:26][CH2:25][CH2:24]1)([O:18][C:19]([CH3:22])([CH3:21])[CH3:20])=[O:17], predict the reaction product. The product is: [C:19]([O:18][C:16]([N:23]1[CH2:28][CH2:27][N:26]([C:4]2[CH:9]=[CH:8][C:7]([C:10]3[N:14]=[C:13]([CH3:15])[O:12][N:11]=3)=[CH:6][CH:5]=2)[CH2:25][CH2:24]1)=[O:17])([CH3:22])([CH3:20])[CH3:21]. (4) Given the reactants [CH:1]1([C:5]2[N:9]3[CH:10]=[CH:11][N:12]=[C:13]([NH2:14])[C:8]3=[C:7]([C:15]3[CH2:16][CH2:17][NH:18][CH2:19][CH:20]=3)[N:6]=2)[CH2:4][CH2:3][CH2:2]1.[C:21](O)(=[O:28])[C:22]1[CH:27]=[CH:26][CH:25]=[CH:24][CH:23]=1.CN(C(ON1N=NC2C=CC=CC1=2)=[N+](C)C)C.[B-](F)(F)(F)F.CCN(C(C)C)C(C)C.CN(C=O)C, predict the reaction product. The product is: [NH2:14][C:13]1[C:8]2[N:9]([C:5]([CH:1]3[CH2:4][CH2:3][CH2:2]3)=[N:6][C:7]=2[C:15]2[CH2:16][CH2:17][N:18]([C:21]([C:22]3[CH:27]=[CH:26][CH:25]=[CH:24][CH:23]=3)=[O:28])[CH2:19][CH:20]=2)[CH:10]=[CH:11][N:12]=1. (5) Given the reactants [CH3:1][O:2][C:3]([C:5]1[N:6]([CH3:11])[N:7]=[C:8]([NH2:10])[CH:9]=1)=[O:4].[Cl:12][C:13]1[CH:14]=[C:15]([CH:18]=[CH:19][CH:20]=1)[CH:16]=O.FC(F)(F)C(O)=O.C([SiH](CC)CC)C, predict the reaction product. The product is: [CH3:1][O:2][C:3]([C:5]1[N:6]([CH3:11])[N:7]=[C:8]([NH:10][CH2:16][C:15]2[CH:18]=[CH:19][CH:20]=[C:13]([Cl:12])[CH:14]=2)[CH:9]=1)=[O:4]. (6) Given the reactants [Cl:1][C:2]1[C:3]([NH:21][NH:22][C:23](=O)[CH2:24][C:25]([F:28])([F:27])[F:26])=[N:4][CH:5]=[N:6][C:7]=1[N:8]1[CH2:13][CH2:12][CH:11]([C:14]2[CH:19]=[CH:18][CH:17]=[CH:16][C:15]=2[F:20])[CH2:10][CH2:9]1.C1(P(C2C=CC=CC=2)C2C=CC=CC=2)C=CC=CC=1.N([Si](C)(C)C)=[N+]=[N-].CCOC(/N=N/C(OCC)=O)=O.C1(C)C=CC=CC=1, predict the reaction product. The product is: [Cl:1][C:2]1[C:3]2[N:4]([C:23]([CH2:24][C:25]([F:28])([F:27])[F:26])=[N:22][N:21]=2)[CH:5]=[N:6][C:7]=1[N:8]1[CH2:13][CH2:12][CH:11]([C:14]2[CH:19]=[CH:18][CH:17]=[CH:16][C:15]=2[F:20])[CH2:10][CH2:9]1.